Dataset: Forward reaction prediction with 1.9M reactions from USPTO patents (1976-2016). Task: Predict the product of the given reaction. (1) The product is: [CH3:13][C:12]([CH3:15])([S@:10]([NH:9][C@H:8]([C:16]1[CH:21]=[CH:20][CH:19]=[CH:18][CH:17]=1)[C:5]1[CH:6]=[CH:7][C:2]([P:23]([CH3:22])(=[O:27])[O:24][CH2:25][CH3:26])=[CH:3][CH:4]=1)=[O:11])[CH3:14]. Given the reactants Br[C:2]1[CH:7]=[CH:6][C:5]([C@@H:8]([C:16]2[CH:21]=[CH:20][CH:19]=[CH:18][CH:17]=2)[NH:9][S@@:10]([C:12]([CH3:15])([CH3:14])[CH3:13])=[O:11])=[CH:4][CH:3]=1.[CH3:22][PH:23]([O-])([O-:27])[O:24][CH2:25][CH3:26].CCN(CC)CC, predict the reaction product. (2) Given the reactants [CH3:1][NH:2][CH2:3][C:4]([O:6][C@H:7]([CH3:44])[CH2:8][N:9]1[C:13]([CH3:14])=[C:12]([C:15](=[O:36])[NH:16][C:17]2[CH:22]=[CH:21][C:20]([O:23][C:24]3[C:33]4[C:28](=[CH:29][C:30]([O:34][CH3:35])=[CH:31][CH:32]=4)[N:27]=[CH:26][CH:25]=3)=[CH:19][N:18]=2)[C:11](=[O:37])[N:10]1[C:38]1[CH:43]=[CH:42][CH:41]=[CH:40][CH:39]=1)=[O:5].[C:45]([OH:52])(=[O:51])/[CH:46]=[CH:47]/[C:48]([OH:50])=[O:49], predict the reaction product. The product is: [C:45]([OH:52])(=[O:51])/[CH:46]=[CH:47]/[C:48]([OH:50])=[O:49].[CH3:1][NH:2][CH2:3][C:4]([O:6][C@H:7]([CH3:44])[CH2:8][N:9]1[C:13]([CH3:14])=[C:12]([C:15](=[O:36])[NH:16][C:17]2[CH:22]=[CH:21][C:20]([O:23][C:24]3[C:33]4[C:28](=[CH:29][C:30]([O:34][CH3:35])=[CH:31][CH:32]=4)[N:27]=[CH:26][CH:25]=3)=[CH:19][N:18]=2)[C:11](=[O:37])[N:10]1[C:38]1[CH:39]=[CH:40][CH:41]=[CH:42][CH:43]=1)=[O:5]. (3) Given the reactants [N:1]1([C:7]2[N:12]=[CH:11][C:10]([OH:13])=[CH:9][CH:8]=2)[CH2:6][CH2:5][NH:4][CH2:3][CH2:2]1.[C:14]([O-])([O-])=O.[K+].[K+].[F:20][C:21]1[CH:30]=[CH:29][C:24]([C:25](=[O:28])[CH2:26]Cl)=[CH:23][CH:22]=1, predict the reaction product. The product is: [F:20][C:21]1[CH:30]=[CH:29][C:24]([C:25](=[O:28])[CH2:26][N:4]2[CH2:5][CH2:6][N:1]([C:7]3[CH:8]=[CH:9][C:10]([O:13][CH3:14])=[CH:11][N:12]=3)[CH2:2][CH2:3]2)=[CH:23][CH:22]=1. (4) The product is: [OH:1][CH2:2][CH2:3][CH2:4][CH2:5][CH2:6][CH2:7][CH2:8][CH2:9][CH2:10][CH2:11][CH2:12][C:13]([O:15][CH2:16][CH3:17])=[O:14]. Given the reactants [OH:1][CH2:2][CH2:3][CH2:4][CH2:5][CH2:6][CH2:7][CH2:8][CH2:9][CH2:10][CH2:11][CH2:12][C:13]([OH:15])=[O:14].[C:16](Cl)(=O)[CH3:17], predict the reaction product. (5) Given the reactants Cl.[O:2]=[C:3]1[NH:7][CH2:6][CH2:5][N:4]1[C:8]1[CH:13]=[CH:12][CH:11]=[CH:10][C:9]=1/[CH:14]=[CH:15]/[C:16]([O:18][CH2:19][CH3:20])=[O:17].C(N(CC)CC)C.[CH3:28][O:29][C:30]1[CH:37]=[CH:36][C:33]([CH:34]=O)=[CH:32][CH:31]=1.C(O[BH-](OC(=O)C)OC(=O)C)(=O)C.[Na+], predict the reaction product. The product is: [CH3:28][O:29][C:30]1[CH:37]=[CH:36][C:33]([CH2:34][N:7]2[CH2:6][CH2:5][N:4]([C:8]3[CH:13]=[CH:12][CH:11]=[CH:10][C:9]=3/[CH:14]=[CH:15]/[C:16]([O:18][CH2:19][CH3:20])=[O:17])[C:3]2=[O:2])=[CH:32][CH:31]=1. (6) Given the reactants [S:1]1[CH:5]=[C:4]([C:6](O)=[O:7])[C:3]([C:9]([OH:11])=O)=[CH:2]1.[CH2:12]([NH2:24])[CH2:13][CH2:14][CH2:15][CH2:16][CH2:17][CH2:18][CH2:19][CH2:20][CH2:21][CH2:22][CH3:23], predict the reaction product. The product is: [CH2:12]([N:24]1[C:9](=[O:11])[C:3]2=[CH:2][S:1][CH:5]=[C:4]2[C:6]1=[O:7])[CH2:13][CH2:14][CH2:15][CH2:16][CH2:17][CH2:18][CH2:19][CH2:20][CH2:21][CH2:22][CH3:23]. (7) Given the reactants C(OC([NH:8][C:9]1[N:10]=[CH:11][C:12]([CH2:15][O:16][C:17](=[O:19])[CH3:18])=[N:13][CH:14]=1)=O)(C)(C)C.C(O)(C(F)(F)F)=O, predict the reaction product. The product is: [NH2:8][C:9]1[N:10]=[CH:11][C:12]([CH2:15][O:16][C:17](=[O:19])[CH3:18])=[N:13][CH:14]=1. (8) Given the reactants [CH2:1]([C:3]1([CH2:13][C:14]([C:16]([F:19])([F:18])[F:17])=C)[C:12]2[C:7](=[CH:8][CH:9]=[CH:10][CH:11]=2)[CH2:6][CH2:5][CH2:4]1)[CH3:2].CSC.C[OH:24], predict the reaction product. The product is: [CH2:1]([C:3]1([CH2:13][C:14](=[O:24])[C:16]([F:19])([F:18])[F:17])[C:12]2[C:7](=[CH:8][CH:9]=[CH:10][CH:11]=2)[CH2:6][CH2:5][CH2:4]1)[CH3:2]. (9) Given the reactants Cl[C:2]1[N:6]([CH2:7][CH3:8])[N:5]=[CH:4][C:3]=1[N+:9]([O-:11])=[O:10].C[Si]([N-][Si](C)(C)C)(C)C.[Li+].ClC(Cl)(Cl)C(Cl)(Cl)Cl, predict the reaction product. The product is: [CH2:7]([N:6]1[CH:2]=[C:3]([N+:9]([O-:11])=[O:10])[CH:4]=[N:5]1)[CH3:8].